Dataset: Catalyst prediction with 721,799 reactions and 888 catalyst types from USPTO. Task: Predict which catalyst facilitates the given reaction. Reactant: C([N:5]([CH:9]([C:26]1[CH:31]=[CH:30]C(F)=C[CH:27]=1)[C:10](=O)[NH:11][C:12]1[C:17]([C:18]([C:20]2[S:21][CH:22]=[CH:23][CH:24]=2)=O)=[CH:16][CH:15]=[CH:14][N:13]=1)C(=O)O)(C)(C)C.FC1C=CC(C2C(=O)NC3[N:48]=[CH:49][CH:50]=[CH:51]C=3C(C3SC=CC=3)=N2)=CC=1.[C:57](O)([C:59]([F:62])(F)F)=O. Product: [CH:49]1([NH:48][C:10]2[CH:9]([C:26]3[CH:27]=[CH:57][C:59]([F:62])=[CH:30][CH:31]=3)[N:5]=[C:18]([C:20]3[S:21][CH:22]=[CH:23][CH:24]=3)[C:17]3[CH:16]=[CH:15][CH:14]=[N:13][C:12]=3[N:11]=2)[CH2:51][CH2:50]1. The catalyst class is: 46.